Predict the reaction yield, written as a fraction of the theoretical maximum amount of product (1.0 means a 100% yield; for example, 0.34 means a 34% yield). From a dataset of Reaction yield outcomes from USPTO patents with 853,638 reactions. The reactants are [CH3:1][O:2][C:3]1[CH:4]=[C:5]2[C:10](=[CH:11][C:12]=1[O:13][CH3:14])[N:9]=[CH:8][CH:7]=[C:6]2[O:15][C:16]1[CH:21]=[CH:20][C:19]([NH:22][C:23](=O)[CH2:24][O:25][C:26]2[C:31]([CH3:32])=[CH:30][CH:29]=[CH:28][C:27]=2[CH3:33])=[CH:18][CH:17]=1.Cl.[OH-].[Na+]. The catalyst is O1CCCC1. The product is [CH3:1][O:2][C:3]1[CH:4]=[C:5]2[C:10](=[CH:11][C:12]=1[O:13][CH3:14])[N:9]=[CH:8][CH:7]=[C:6]2[O:15][C:16]1[CH:17]=[CH:18][C:19]([NH:22][CH2:23][CH2:24][O:25][C:26]2[C:31]([CH3:32])=[CH:30][CH:29]=[CH:28][C:27]=2[CH3:33])=[CH:20][CH:21]=1. The yield is 0.800.